From a dataset of Reaction yield outcomes from USPTO patents with 853,638 reactions. Predict the reaction yield, written as a fraction of the theoretical maximum amount of product (1.0 means a 100% yield; for example, 0.34 means a 34% yield). (1) The reactants are [Br:1][C:2]1[CH:3]=[C:4]2[C:9](=[CH:10][CH:11]=1)[NH:8][C:7](=[O:12])[CH:6]=[CH:5]2.Br[CH2:14][C:15]([O:17][CH2:18][CH3:19])=[O:16]. No catalyst specified. The product is [Br:1][C:2]1[CH:3]=[C:4]2[C:9](=[CH:10][CH:11]=1)[N:8]([CH2:14][C:15]([O:17][CH2:18][CH3:19])=[O:16])[C:7](=[O:12])[CH:6]=[CH:5]2. The yield is 1.00. (2) The reactants are [Br:1][C:2]1[S:6][C:5]([O:7][C:8]2[CH:13]=[C:12]([O:14][CH2:15][CH2:16][O:17][CH3:18])[CH:11]=[CH:10][C:9]=2/[CH:19]=[CH:20]/[C:21]([O:23]CC)=[O:22])=[N:4][CH:3]=1.[OH-].[Na+]. The catalyst is O1CCCC1.C(O)C. The product is [Br:1][C:2]1[S:6][C:5]([O:7][C:8]2[CH:13]=[C:12]([O:14][CH2:15][CH2:16][O:17][CH3:18])[CH:11]=[CH:10][C:9]=2/[CH:19]=[CH:20]/[C:21]([OH:23])=[O:22])=[N:4][CH:3]=1. The yield is 0.930. (3) The reactants are [OH:1][C:2]1[CH:10]=[CH:9][CH:8]=[C:7]2[C:3]=1[CH:4]=[CH:5][NH:6]2.[CH3:11][O:12][C:13]1[CH:14]=[C:15]([CH:18]=[CH:19][CH:20]=1)[CH:16]=O.[C:21](#[N:25])[CH2:22][C:23]#[N:24].N1CCCCC1. The catalyst is C(O)C. The product is [NH2:25][C:21]1[O:1][CH:2]2[C:3]3[C:7](=[CH:8][CH:9]=[C:10]2[CH:16]([C:15]2[CH:18]=[CH:19][CH:20]=[C:13]([O:12][CH3:11])[CH:14]=2)[C:22]=1[C:23]#[N:24])[N:6]=[CH:5][CH:4]=3. The yield is 0.250. (4) The reactants are [Cl:1][C:2]1[N:3]=[C:4]([C:9]([NH:11][C@H:12]2[CH2:17][CH2:16][N:15]([C:18]3[S:19][C:20]([C:26]([O:28][CH2:29][CH3:30])=[O:27])=[C:21]([C:23]([OH:25])=O)[N:22]=3)[CH2:14][C@H:13]2[O:31][CH2:32][CH3:33])=[O:10])[NH:5][C:6]=1[CH2:7][CH3:8].Cl.CN.C[CH2:38][N:39]=C=NCCCN(C)C.Cl.C1C=CC2N(O)N=NC=2C=1. No catalyst specified. The product is [Cl:1][C:2]1[N:3]=[C:4]([C:9]([NH:11][C@H:12]2[CH2:17][CH2:16][N:15]([C:18]3[S:19][C:20]([C:26]([O:28][CH2:29][CH3:30])=[O:27])=[C:21]([C:23](=[O:25])[NH:39][CH3:38])[N:22]=3)[CH2:14][C@H:13]2[O:31][CH2:32][CH3:33])=[O:10])[NH:5][C:6]=1[CH2:7][CH3:8]. The yield is 0.770. (5) The product is [CH2:1]([N:8]1[C:16]2[C:11](=[CH:12][CH:13]=[C:14]([C:17]3[CH:22]=[CH:21][C:20]([C:23]([F:26])([F:24])[F:25])=[CH:19][CH:18]=3)[CH:15]=2)[C:10]([C:27](=[O:31])[C:28]([O:35][CH2:33][CH3:34])=[O:29])=[CH:9]1)[C:2]1[CH:3]=[CH:4][CH:5]=[CH:6][CH:7]=1. The reactants are [CH2:1]([N:8]1[C:16]2[C:11](=[CH:12][CH:13]=[C:14]([C:17]3[CH:22]=[CH:21][C:20]([C:23]([F:26])([F:25])[F:24])=[CH:19][CH:18]=3)[CH:15]=2)[CH:10]=[CH:9]1)[C:2]1[CH:7]=[CH:6][CH:5]=[CH:4][CH:3]=1.[C:27](Cl)(=[O:31])[C:28](Cl)=[O:29].[CH2:33]([OH:35])[CH3:34]. The yield is 0.620. No catalyst specified. (6) The product is [F:1][C:2]([F:14])([F:13])[O:3][C:4]1[CH:9]=[CH:8][C:7]([C:16]2[CH:22]=[CH:21][C:19]([NH2:20])=[CH:18][CH:17]=2)=[CH:6][CH:5]=1. The reactants are [F:1][C:2]([F:14])([F:13])[O:3][C:4]1[CH:9]=[CH:8][C:7](B(O)O)=[CH:6][CH:5]=1.Br[C:16]1[CH:22]=[CH:21][C:19]([NH2:20])=[CH:18][CH:17]=1.C(=O)([O-])[O-].[K+].[K+]. The yield is 0.480. The catalyst is O1CCOCC1.O.C1C=CC([PH+]([C]2[CH][CH][CH][CH]2)C2C=CC=CC=2)=CC=1.C1C=CC([PH+]([C]2[CH][CH][CH][CH]2)C2C=CC=CC=2)=CC=1.C(Cl)Cl.Cl[Pd]Cl.[Fe].C1(P(C2C=CC=CC=2)[C-]2C=CC=C2)C=CC=CC=1.[C-]1(P(C2C=CC=CC=2)C2C=CC=CC=2)C=CC=C1.[Fe+2]. (7) The reactants are [CH3:1][O:2][C:3]1[CH:4]=[C:5]([CH:9]=[CH:10][C:11]=1[O:12][CH3:13])[C:6](Cl)=[O:7].[CH2:14]([O:16][C:17](=[O:29])[C:18]([C:22]1[CH:27]=[CH:26][C:25]([NH2:28])=[CH:24][CH:23]=1)([C:20]#[N:21])[CH3:19])[CH3:15].C(N(CC)CC)C. The catalyst is C(Cl)Cl. The product is [CH2:14]([O:16][C:17](=[O:29])[C:18]([C:20]#[N:21])([C:22]1[CH:23]=[CH:24][C:25]([NH:28][C:6](=[O:7])[C:5]2[CH:9]=[CH:10][C:11]([O:12][CH3:13])=[C:3]([O:2][CH3:1])[CH:4]=2)=[CH:26][CH:27]=1)[CH3:19])[CH3:15]. The yield is 0.300. (8) The reactants are [CH3:1][O:2][CH2:3][CH2:4][O:5][C:6]1[CH:7]=[C:8]2[C:12](=[C:13]([N+:15]([O-])=O)[CH:14]=1)[N:11]([C:18]([O:20][C:21]([CH3:24])([CH3:23])[CH3:22])=[O:19])[C:10]([C:25]([O:27][CH2:28][CH3:29])=[O:26])=[CH:9]2. The catalyst is [C].[Pd].O1CCCC1. The product is [NH2:15][C:13]1[CH:14]=[C:6]([O:5][CH2:4][CH2:3][O:2][CH3:1])[CH:7]=[C:8]2[C:12]=1[N:11]([C:18]([O:20][C:21]([CH3:22])([CH3:24])[CH3:23])=[O:19])[CH:10]([C:25]([O:27][CH2:28][CH3:29])=[O:26])[CH2:9]2. The yield is 0.890. (9) The reactants are [Br:1][C:2]1[N:7]=[C:6]([C:8]([OH:10])=O)[CH:5]=[CH:4][CH:3]=1.[CH3:11][CH:12]1[CH2:17][CH2:16][NH:15][CH2:14][CH2:13]1.C(N(CC)C(C)C)(C)C.CN(C(ON1N=NC2C=CC=CC1=2)=[N+](C)C)C.F[P-](F)(F)(F)(F)F. The catalyst is C(#N)C. The product is [Br:1][C:2]1[N:7]=[C:6]([C:8]([N:15]2[CH2:16][CH2:17][CH:12]([CH3:11])[CH2:13][CH2:14]2)=[O:10])[CH:5]=[CH:4][CH:3]=1. The yield is 0.970.